The task is: Predict which catalyst facilitates the given reaction.. This data is from Catalyst prediction with 721,799 reactions and 888 catalyst types from USPTO. (1) Reactant: [CH3:1][C:2]1[CH:3]=[C:4]([NH:9][C:10]2[CH:15]=[CH:14][N:13]=[C:12]([C:16]3[CH:21]=[C:20]([N:22]4[CH2:27][CH2:26][CH2:25][CH2:24][CH2:23]4)[CH:19]=[CH:18][C:17]=3[NH:28][C:29]([C:31]3[CH:32]=[C:33]([CH:42]=[CH:43][CH:44]=3)[CH2:34][S:35][CH2:36][CH2:37][C:38]([O:40]C)=[O:39])=[O:30])[CH:11]=2)[CH:5]=[CH:6][C:7]=1[CH3:8].O[Li].O. Product: [CH3:1][C:2]1[CH:3]=[C:4]([NH:9][C:10]2[CH:15]=[CH:14][N:13]=[C:12]([C:16]3[CH:21]=[C:20]([N:22]4[CH2:27][CH2:26][CH2:25][CH2:24][CH2:23]4)[CH:19]=[CH:18][C:17]=3[NH:28][C:29]([C:31]3[CH:32]=[C:33]([CH:42]=[CH:43][CH:44]=3)[CH2:34][S:35][CH2:36][CH2:37][C:38]([OH:40])=[O:39])=[O:30])[CH:11]=2)[CH:5]=[CH:6][C:7]=1[CH3:8]. The catalyst class is: 30. (2) Reactant: [F:1][C:2]1[CH:7]=[CH:6][CH:5]=[CH:4][C:3]=1[C:8]1[NH:9][C:10]([CH2:13]O)=[CH:11][N:12]=1.[CH:15]([N:18]1[CH2:24][CH2:23][CH2:22][NH:21][CH2:20][CH2:19]1)([CH3:17])[CH3:16]. Product: [F:1][C:2]1[CH:7]=[CH:6][CH:5]=[CH:4][C:3]=1[C:8]1[NH:9][C:10]([CH2:13][N:21]2[CH2:22][CH2:23][CH2:24][N:18]([CH:15]([CH3:17])[CH3:16])[CH2:19][CH2:20]2)=[CH:11][N:12]=1. The catalyst class is: 820. (3) Reactant: [CH2:1]([O:8][C:9]1[CH:10]=[C:11]([CH2:17]O)[CH:12]=[C:13]([O:15][CH3:16])[CH:14]=1)[C:2]1[CH:7]=[CH:6][CH:5]=[CH:4][CH:3]=1.CC(C)(O)[C:21]#[N:22].C(P(CCCC)CCCC)CCC.N(C(N1CCCCC1)=O)=NC(N1CCCCC1)=O. Product: [CH2:1]([O:8][C:9]1[CH:10]=[C:11]([CH2:17][C:21]#[N:22])[CH:12]=[C:13]([O:15][CH3:16])[CH:14]=1)[C:2]1[CH:3]=[CH:4][CH:5]=[CH:6][CH:7]=1. The catalyst class is: 7. (4) Reactant: [OH:1][C:2]1[CH:11]=[C:10](O)[CH:9]=[CH:8][C:3]=1[C:4]([O:6][CH3:7])=[O:5].[C:13]([O-:16])([O-])=O.[K+].[K+].[CH2:19](Br)[CH:20]=C.Cl. Product: [CH3:7][O:6][C:4](=[O:5])[C:3]1[CH:8]=[C:9]([O:16][CH2:13][CH:19]=[CH2:20])[CH:10]=[CH:11][C:2]=1[OH:1]. The catalyst class is: 21. (5) Reactant: C[O:2][C:3]([C:5]1[CH:14]=[CH:13][C:12]2[C:7](=[CH:8][CH:9]=[C:10]([C:15]([C:20]3[CH:25]=[CH:24][C:23]([O:26][CH2:27][C:28](=[O:33])[C:29]([CH3:32])([CH3:31])[CH3:30])=[C:22]([CH3:34])[CH:21]=3)([CH2:18][CH3:19])[CH2:16][CH3:17])[CH:11]=2)[CH:6]=1)=[O:4].[OH-].[Na+]. Product: [CH3:32][C:29]([CH3:30])([CH3:31])[C:28](=[O:33])[CH2:27][O:26][C:23]1[CH:24]=[CH:25][C:20]([C:15]([C:10]2[CH:11]=[C:12]3[C:7](=[CH:8][CH:9]=2)[CH:6]=[C:5]([C:3]([OH:4])=[O:2])[CH:14]=[CH:13]3)([CH2:18][CH3:19])[CH2:16][CH3:17])=[CH:21][C:22]=1[CH3:34]. The catalyst class is: 36. (6) Reactant: CO.[CH3:3][C:4]1[CH:13]=[C:12]([C:14]([O:16]C)=[O:15])[C:11]([CH3:18])=[CH:10][C:5]=1[C:6]([O:8][CH3:9])=[O:7].[OH-].[Li+]. Product: [CH3:9][O:8][C:6]([C:5]1[C:4]([CH3:3])=[CH:13][C:12]([C:14]([OH:16])=[O:15])=[C:11]([CH3:18])[CH:10]=1)=[O:7]. The catalyst class is: 7.